From a dataset of Buchwald-Hartwig C-N cross coupling reaction yields with 55,370 reactions. Predict the reaction yield, written as a fraction of the theoretical maximum amount of product (1.0 means a 100% yield; for example, 0.34 means a 34% yield). (1) The yield is 0.639. The product is Cc1ccc(Nc2ccccn2)cc1. The reactants are Clc1ccccn1.Cc1ccc(N)cc1.O=S(=O)(O[Pd]1c2ccccc2-c2ccccc2N~1)C(F)(F)F.COc1ccc(OC)c(P(C(C)(C)C)C(C)(C)C)c1-c1c(C(C)C)cc(C(C)C)cc1C(C)C.CCN=P(N=P(N(C)C)(N(C)C)N(C)C)(N(C)C)N(C)C.CCOC(=O)c1cc(C)on1. No catalyst specified. (2) The reactants are Ic1ccccn1.Cc1ccc(N)cc1.O=S(=O)(O[Pd]1c2ccccc2-c2ccccc2N~1)C(F)(F)F.COc1ccc(OC)c(P([C@]23C[C@H]4C[C@H](C[C@H](C4)C2)C3)[C@]23C[C@H]4C[C@H](C[C@H](C4)C2)C3)c1-c1c(C(C)C)cc(C(C)C)cc1C(C)C.CN1CCCN2CCCN=C12.Cc1cc(-c2ccccc2)on1. No catalyst specified. The product is Cc1ccc(Nc2ccccn2)cc1. The yield is 0.906. (3) The reactants are CCc1ccc(Br)cc1.Cc1ccc(N)cc1.O=S(=O)(O[Pd]1c2ccccc2-c2ccccc2N~1)C(F)(F)F.COc1ccc(OC)c(P([C@]23C[C@H]4C[C@H](C[C@H](C4)C2)C3)[C@]23C[C@H]4C[C@H](C[C@H](C4)C2)C3)c1-c1c(C(C)C)cc(C(C)C)cc1C(C)C.CN1CCCN2CCCN=C12.c1ccc2nocc2c1. No catalyst specified. The product is CCc1ccc(Nc2ccc(C)cc2)cc1. The yield is 0.105. (4) The reactants are CCc1ccc(Cl)cc1.Cc1ccc(N)cc1.O=S(=O)(O[Pd]1c2ccccc2-c2ccccc2N~1)C(F)(F)F.COc1ccc(OC)c(P(C(C)(C)C)C(C)(C)C)c1-c1c(C(C)C)cc(C(C)C)cc1C(C)C.CN1CCCN2CCCN=C12.COC(=O)c1cc(-c2cccs2)on1. No catalyst specified. The product is CCc1ccc(Nc2ccc(C)cc2)cc1. The yield is 0.0423. (5) The reactants are COc1ccc(Br)cc1.Cc1ccc(N)cc1.O=S(=O)(O[Pd]1c2ccccc2-c2ccccc2N~1)C(F)(F)F.CC(C)c1cc(C(C)C)c(-c2ccccc2P(C(C)(C)C)C(C)(C)C)c(C(C)C)c1.CCN=P(N=P(N(C)C)(N(C)C)N(C)C)(N(C)C)N(C)C.COC(=O)c1ccno1. No catalyst specified. The product is COc1ccc(Nc2ccc(C)cc2)cc1. The yield is 0.0907.